This data is from Full USPTO retrosynthesis dataset with 1.9M reactions from patents (1976-2016). The task is: Predict the reactants needed to synthesize the given product. (1) Given the product [Cl:17][C:18]1[CH:19]=[C:20]([C:25]2[CH2:29][C:28](=[O:30])[N:27]([C@H:31]([C:33]3[CH:43]=[CH:42][C:36]([C:37]([O:39][CH2:40][CH3:41])=[O:38])=[CH:35][CH:34]=3)[CH3:32])[N:26]=2)[CH:21]=[C:22]([Cl:24])[CH:23]=1, predict the reactants needed to synthesize it. The reactants are: C(OC(=O)CC(C1C=C(Cl)C=C(Cl)C=1)=O)C.[Cl:17][C:18]1[CH:19]=[C:20]([C:25]2[CH2:29][C:28](=[O:30])[N:27]([C@H:31]([C:33]3[CH:43]=[CH:42][C:36]([C:37]([O:39][CH2:40][CH3:41])=[O:38])=[CH:35][CH:34]=3)[CH3:32])[N:26]=2)[CH:21]=[C:22]([Cl:24])[CH:23]=1.FC(F)(F)C([O-])=O.C(OC(C1C=CC([C@@H]([NH2+]N)C)=CC=1)=O)C. (2) Given the product [Cl:1][C:2]1[CH:3]=[CH:4][C:5]([NH:8][C:9]([C:11]2[CH:16]=[C:15]([Cl:17])[CH:14]=[CH:13][C:12]=2[NH:18][C:19]([C:21]2[CH:22]=[CH:23][C:24]([S:27]([CH3:38])(=[N:29][C:30]([CH:32]3[CH2:37][CH2:36][N:35]([C:39](=[O:41])[CH3:40])[CH2:34][CH2:33]3)=[O:31])=[O:28])=[CH:25][CH:26]=2)=[O:20])=[O:10])=[N:6][CH:7]=1, predict the reactants needed to synthesize it. The reactants are: [Cl:1][C:2]1[CH:3]=[CH:4][C:5]([NH:8][C:9]([C:11]2[CH:16]=[C:15]([Cl:17])[CH:14]=[CH:13][C:12]=2[NH:18][C:19]([C:21]2[CH:26]=[CH:25][C:24]([S:27]([CH3:38])(=[N:29][C:30]([CH:32]3[CH2:37][CH2:36][NH:35][CH2:34][CH2:33]3)=[O:31])=[O:28])=[CH:23][CH:22]=2)=[O:20])=[O:10])=[N:6][CH:7]=1.[C:39](Cl)(=[O:41])[CH3:40].